From a dataset of Full USPTO retrosynthesis dataset with 1.9M reactions from patents (1976-2016). Predict the reactants needed to synthesize the given product. (1) Given the product [OH:23][C:20]([C:17]1[CH:18]=[CH:19][C:14]([C:13]([NH:12][C:4]2[CH:3]=[C:2]([N:31]3[CH2:32][CH2:33][CH2:34][C@@H:29]([C:27]([NH:26][CH3:25])=[O:28])[CH2:30]3)[N:7]3[N:8]=[C:9]([CH3:11])[CH:10]=[C:6]3[N:5]=2)=[O:24])=[CH:15][CH:16]=1)([CH3:22])[CH3:21], predict the reactants needed to synthesize it. The reactants are: Cl[C:2]1[N:7]2[N:8]=[C:9]([CH3:11])[CH:10]=[C:6]2[N:5]=[C:4]([NH:12][C:13](=[O:24])[C:14]2[CH:19]=[CH:18][C:17]([C:20]([OH:23])([CH3:22])[CH3:21])=[CH:16][CH:15]=2)[CH:3]=1.[CH3:25][NH:26][C:27]([C@@H:29]1[CH2:34][CH2:33][CH2:32][NH:31][CH2:30]1)=[O:28]. (2) Given the product [CH:1]1([NH:8][C:9]2[N:14]3[N:15]=[C:16]([NH:18][C:25]([CH:22]4[CH2:23][CH2:24][O:19][CH2:20][CH2:21]4)=[O:26])[N:17]=[C:13]3[CH:12]=[CH:11][CH:10]=2)[CH2:2][CH2:3][CH2:4][CH2:5][CH2:6][CH2:7]1, predict the reactants needed to synthesize it. The reactants are: [CH:1]1([NH:8][C:9]2[N:14]3[N:15]=[C:16]([NH2:18])[N:17]=[C:13]3[CH:12]=[CH:11][CH:10]=2)[CH2:7][CH2:6][CH2:5][CH2:4][CH2:3][CH2:2]1.[O:19]1[CH2:24][CH2:23][CH:22]([C:25](Cl)=[O:26])[CH2:21][CH2:20]1. (3) Given the product [C:9]([O:13][C:14](=[O:21])[NH:15][C@H:16]1[CH2:20][CH2:19][N:18]([C:2]2[CH:7]=[CH:6][CH:5]=[C:4]([Br:8])[N:3]=2)[CH2:17]1)([CH3:12])([CH3:10])[CH3:11], predict the reactants needed to synthesize it. The reactants are: Br[C:2]1[CH:7]=[CH:6][CH:5]=[C:4]([Br:8])[N:3]=1.[C:9]([O:13][C:14](=[O:21])[NH:15][CH:16]1[CH2:20][CH2:19][NH:18][CH2:17]1)([CH3:12])([CH3:11])[CH3:10].C1(P(C2C=CC=CC=2)C2C=CC3C(=CC=CC=3)C=2C2C3C(=CC=CC=3)C=CC=2P(C2C=CC=CC=2)C2C=CC=CC=2)C=CC=CC=1.C(=O)([O-])[O-].[Cs+].[Cs+]. (4) Given the product [C:1]([O:5][C:6](=[O:16])[NH:7][C:8]1[CH:13]=[CH:12][CH:11]=[C:10]([C:14]#[C:15][C:23]2[CH:24]=[CH:25][C:20]([O:19][CH:18]([F:27])[F:17])=[CH:21][CH:22]=2)[CH:9]=1)([CH3:4])([CH3:3])[CH3:2], predict the reactants needed to synthesize it. The reactants are: [C:1]([O:5][C:6](=[O:16])[NH:7][C:8]1[CH:13]=[CH:12][CH:11]=[C:10]([C:14]#[CH:15])[CH:9]=1)([CH3:4])([CH3:3])[CH3:2].[F:17][CH:18]([F:27])[O:19][C:20]1[CH:25]=[CH:24][C:23](I)=[CH:22][CH:21]=1.CCN(CC)CC.C(#N)C. (5) The reactants are: [C:1]([C:5]1[N:10]=[CH:9][C:8]([C:11]2[N:12]([C:32]([N:34]3[CH2:39][CH2:38][CH:37]([CH2:40][C:41](O)=[O:42])[CH2:36][CH2:35]3)=[O:33])[C@@:13]([C:25]3[CH:30]=[CH:29][C:28]([Cl:31])=[CH:27][CH:26]=3)([CH3:24])[C@@:14]([C:17]3[CH:22]=[CH:21][C:20]([Cl:23])=[CH:19][CH:18]=3)([CH3:16])[N:15]=2)=[C:7]([O:44][CH2:45][CH3:46])[CH:6]=1)([CH3:4])([CH3:3])[CH3:2].[CH3:47][CH:48]([CH3:52])[C@H:49]([NH2:51])[CH3:50]. Given the product [C:1]([C:5]1[N:10]=[CH:9][C:8]([C:11]2[N:12]([C:32]([N:34]3[CH2:39][CH2:38][CH:37]([CH2:40][C:41]([NH:51][C@H:49]([CH3:50])[CH:48]([CH3:52])[CH3:47])=[O:42])[CH2:36][CH2:35]3)=[O:33])[C@@:13]([C:25]3[CH:30]=[CH:29][C:28]([Cl:31])=[CH:27][CH:26]=3)([CH3:24])[C@@:14]([C:17]3[CH:18]=[CH:19][C:20]([Cl:23])=[CH:21][CH:22]=3)([CH3:16])[N:15]=2)=[C:7]([O:44][CH2:45][CH3:46])[CH:6]=1)([CH3:2])([CH3:4])[CH3:3], predict the reactants needed to synthesize it. (6) The reactants are: CN1[CH2:7][CH2:6][N:5]([CH2:8][CH2:9][CH2:10][OH:11])[CH2:4][CH2:3]1.BrCCC[OH:16].N1CCOCC1. Given the product [N:5]1([CH2:8][CH2:9][CH2:10][OH:11])[CH2:6][CH2:7][O:16][CH2:3][CH2:4]1, predict the reactants needed to synthesize it. (7) Given the product [Cl:13][CH2:14][CH2:15][CH2:16][CH2:17][C:18]([C:9]1[O:10][C:6]2[CH:5]=[CH:4][C:3]([O:2][CH3:1])=[CH:12][C:7]=2[C:8]=1[CH3:11])=[O:19], predict the reactants needed to synthesize it. The reactants are: [CH3:1][O:2][C:3]1[CH:4]=[CH:5][C:6]2[O:10][CH:9]=[C:8]([CH3:11])[C:7]=2[CH:12]=1.[Cl:13][CH2:14][CH2:15][CH2:16][CH2:17][C:18](Cl)=[O:19].[N+](C)([O-])=O.[Cl-].[Al+3].[Cl-].[Cl-].